From a dataset of NCI-60 drug combinations with 297,098 pairs across 59 cell lines. Regression. Given two drug SMILES strings and cell line genomic features, predict the synergy score measuring deviation from expected non-interaction effect. (1) Drug 1: COC1=C2C(=CC3=C1OC=C3)C=CC(=O)O2. Drug 2: C1CN(P(=O)(OC1)NCCCl)CCCl. Cell line: SR. Synergy scores: CSS=-9.00, Synergy_ZIP=12.4, Synergy_Bliss=22.8, Synergy_Loewe=-7.80, Synergy_HSA=0.736. (2) Drug 1: CC1=C(C=C(C=C1)NC(=O)C2=CC=C(C=C2)CN3CCN(CC3)C)NC4=NC=CC(=N4)C5=CN=CC=C5. Drug 2: COCCOC1=C(C=C2C(=C1)C(=NC=N2)NC3=CC=CC(=C3)C#C)OCCOC.Cl. Cell line: HOP-92. Synergy scores: CSS=8.65, Synergy_ZIP=-3.89, Synergy_Bliss=-1.91, Synergy_Loewe=-3.66, Synergy_HSA=-0.814. (3) Drug 1: CCC1(CC2CC(C3=C(CCN(C2)C1)C4=CC=CC=C4N3)(C5=C(C=C6C(=C5)C78CCN9C7C(C=CC9)(C(C(C8N6C)(C(=O)OC)O)OC(=O)C)CC)OC)C(=O)OC)O.OS(=O)(=O)O. Drug 2: C1CCC(C(C1)N)N.C(=O)(C(=O)[O-])[O-].[Pt+4]. Cell line: HCT-15. Synergy scores: CSS=43.4, Synergy_ZIP=-4.71, Synergy_Bliss=-3.42, Synergy_Loewe=-0.0551, Synergy_HSA=-2.02. (4) Drug 1: CN1CCC(CC1)COC2=C(C=C3C(=C2)N=CN=C3NC4=C(C=C(C=C4)Br)F)OC. Drug 2: CC12CCC3C(C1CCC2O)C(CC4=C3C=CC(=C4)O)CCCCCCCCCS(=O)CCCC(C(F)(F)F)(F)F. Cell line: MOLT-4. Synergy scores: CSS=17.4, Synergy_ZIP=2.19, Synergy_Bliss=9.71, Synergy_Loewe=4.64, Synergy_HSA=6.90. (5) Drug 2: B(C(CC(C)C)NC(=O)C(CC1=CC=CC=C1)NC(=O)C2=NC=CN=C2)(O)O. Drug 1: CCC1(CC2CC(C3=C(CCN(C2)C1)C4=CC=CC=C4N3)(C5=C(C=C6C(=C5)C78CCN9C7C(C=CC9)(C(C(C8N6C)(C(=O)OC)O)OC(=O)C)CC)OC)C(=O)OC)O.OS(=O)(=O)O. Synergy scores: CSS=53.6, Synergy_ZIP=1.39, Synergy_Bliss=-0.576, Synergy_Loewe=-3.59, Synergy_HSA=1.88. Cell line: COLO 205. (6) Drug 1: CCC1=CC2CC(C3=C(CN(C2)C1)C4=CC=CC=C4N3)(C5=C(C=C6C(=C5)C78CCN9C7C(C=CC9)(C(C(C8N6C)(C(=O)OC)O)OC(=O)C)CC)OC)C(=O)OC.C(C(C(=O)O)O)(C(=O)O)O. Drug 2: CN(C)N=NC1=C(NC=N1)C(=O)N. Cell line: M14. Synergy scores: CSS=16.2, Synergy_ZIP=0.870, Synergy_Bliss=-1.18, Synergy_Loewe=-52.1, Synergy_HSA=-4.25. (7) Drug 1: CC1C(C(CC(O1)OC2CC(CC3=C2C(=C4C(=C3O)C(=O)C5=C(C4=O)C(=CC=C5)OC)O)(C(=O)CO)O)N)O.Cl. Drug 2: COC1=CC(=CC(=C1O)OC)C2C3C(COC3=O)C(C4=CC5=C(C=C24)OCO5)OC6C(C(C7C(O6)COC(O7)C8=CC=CS8)O)O. Cell line: OVCAR3. Synergy scores: CSS=43.4, Synergy_ZIP=-3.84, Synergy_Bliss=-6.94, Synergy_Loewe=-0.750, Synergy_HSA=-1.02. (8) Drug 1: C1=NC2=C(N1)C(=S)N=C(N2)N. Drug 2: CCCCCOC(=O)NC1=NC(=O)N(C=C1F)C2C(C(C(O2)C)O)O. Cell line: ACHN. Synergy scores: CSS=49.6, Synergy_ZIP=0.799, Synergy_Bliss=1.28, Synergy_Loewe=-42.6, Synergy_HSA=0.624. (9) Drug 1: C1CN1P(=S)(N2CC2)N3CC3. Drug 2: C1=CC=C(C(=C1)C(C2=CC=C(C=C2)Cl)C(Cl)Cl)Cl. Cell line: M14. Synergy scores: CSS=8.09, Synergy_ZIP=1.30, Synergy_Bliss=2.83, Synergy_Loewe=-0.239, Synergy_HSA=0.482. (10) Drug 1: C1=CC(=CC=C1CCC2=CNC3=C2C(=O)NC(=N3)N)C(=O)NC(CCC(=O)O)C(=O)O. Drug 2: C(=O)(N)NO. Cell line: OVCAR3. Synergy scores: CSS=23.7, Synergy_ZIP=-0.978, Synergy_Bliss=-2.76, Synergy_Loewe=-16.7, Synergy_HSA=-3.59.